This data is from Full USPTO retrosynthesis dataset with 1.9M reactions from patents (1976-2016). The task is: Predict the reactants needed to synthesize the given product. (1) Given the product [CH3:17][P:15]([C:12]1[CH:13]=[CH:14][C:9]([NH:8][C:4]2[CH:3]=[C:2]([NH:19][N:20]3[CH2:25][CH2:24][N:23]([CH3:26])[CH2:22][CH2:21]3)[N:7]=[CH:6][N:5]=2)=[CH:10][CH:11]=1)([CH3:18])=[O:16], predict the reactants needed to synthesize it. The reactants are: Cl[C:2]1[N:7]=[CH:6][N:5]=[C:4]([NH:8][C:9]2[CH:14]=[CH:13][C:12]([P:15]([CH3:18])([CH3:17])=[O:16])=[CH:11][CH:10]=2)[CH:3]=1.[NH2:19][N:20]1[CH2:25][CH2:24][N:23]([CH3:26])[CH2:22][CH2:21]1. (2) The reactants are: [C:1]([O:5][C:6](=[O:18])[NH:7][C:8]1[CH:13]=[CH:12][C:11](I)=[CH:10][C:9]=1[N+:15]([O-:17])=[O:16])([CH3:4])([CH3:3])[CH3:2].B1(B2OC(C)(C)C(C)(C)O2)OC(C)(C)C(C)(C)O1.Br[C:38]1[CH:43]=[CH:42][C:41]([C:44]2[CH:49]=[CH:48][CH:47]=[CH:46][CH:45]=2)=[CH:40][CH:39]=1. Given the product [C:1]([O:5][C:6](=[O:18])[NH:7][C:8]1[CH:13]=[CH:12][C:11]([C:47]2[CH:48]=[CH:49][C:44]([C:41]3[CH:42]=[CH:43][CH:38]=[CH:39][CH:40]=3)=[CH:45][CH:46]=2)=[CH:10][C:9]=1[N+:15]([O-:17])=[O:16])([CH3:4])([CH3:3])[CH3:2], predict the reactants needed to synthesize it. (3) Given the product [CH3:1][O:2][C:3]1[CH:4]=[C:5]2[C:10](=[CH:11][C:12]=1[O:13][CH3:14])[N:9]=[CH:8][N:7]=[C:6]2[O:15][C:16]1[CH:22]=[CH:21][C:19]([NH:20][C:36]([NH:49][CH2:48][CH2:47][N:46]([CH2:44][CH3:45])[C:50]2[CH:55]=[CH:54][CH:53]=[C:52]([CH3:56])[CH:51]=2)=[O:42])=[C:18]([O:23][CH3:24])[CH:17]=1, predict the reactants needed to synthesize it. The reactants are: [CH3:1][O:2][C:3]1[CH:4]=[C:5]2[C:10](=[CH:11][C:12]=1[O:13][CH3:14])[N:9]=[CH:8][N:7]=[C:6]2[O:15][C:16]1[CH:22]=[CH:21][C:19]([NH2:20])=[C:18]([O:23][CH3:24])[CH:17]=1.C(N(CC)CC)C.ClC(Cl)(O[C:36](=[O:42])OC(Cl)(Cl)Cl)Cl.[CH2:44]([N:46]([C:50]1[CH:55]=[CH:54][CH:53]=[C:52]([CH3:56])[CH:51]=1)[CH2:47][CH2:48][NH2:49])[CH3:45]. (4) Given the product [F:14][C:15]1[CH:16]=[CH:17][C:18]([CH:21]([O:23][CH2:11][O:12][CH3:13])[CH3:22])=[CH:19][N:20]=1, predict the reactants needed to synthesize it. The reactants are: CCN(C(C)C)C(C)C.Cl[CH2:11][O:12][CH3:13].[F:14][C:15]1[N:20]=[CH:19][C:18]([CH:21]([OH:23])[CH3:22])=[CH:17][CH:16]=1. (5) Given the product [C:8]([O:11][C@H:12]1[CH2:17][CH2:16][C@H:15]2[C@H:18]3[C:27]([C@@H:28]([CH2:30][CH2:31][CH2:32][CH2:33][CH2:34][CH2:35][CH2:36][CH2:37][O:38][C:1](=[O:3])[CH3:2])[CH2:29][C@:13]12[CH3:14])=[C:26]1[C:21](=[CH:22][C:23](=[O:39])[CH2:24][CH2:25]1)[CH2:20][CH2:19]3)(=[O:10])[CH3:9], predict the reactants needed to synthesize it. The reactants are: [C:1](OC(=O)C)(=[O:3])[CH3:2].[C:8]([O:11][C@H:12]1[CH2:17][CH2:16][C@H:15]2[C@H:18]3[C:27]([C@@H:28]([CH2:30][CH2:31][CH2:32][CH2:33][CH2:34][CH2:35][CH2:36][CH2:37][OH:38])[CH2:29][C@:13]12[CH3:14])=[C:26]1[C:21](=[CH:22][C:23](=[O:39])[CH2:24][CH2:25]1)[CH2:20][CH2:19]3)(=[O:10])[CH3:9].O.[Cl-].[NH4+]. (6) Given the product [C:8]([C:6]1[CH:5]=[C:4]([N:10]([CH3:21])[C:11](=[O:20])[O:12][CH2:13][C:14]2[CH:19]=[CH:18][CH:17]=[CH:16][CH:15]=2)[CH:3]=[C:2]([C:25]([CH3:27])=[CH2:26])[CH:7]=1)#[N:9], predict the reactants needed to synthesize it. The reactants are: Br[C:2]1[CH:3]=[C:4]([N:10]([CH3:21])[C:11](=[O:20])[O:12][CH2:13][C:14]2[CH:19]=[CH:18][CH:17]=[CH:16][CH:15]=2)[CH:5]=[C:6]([C:8]#[N:9])[CH:7]=1.C(NCBr)(O[C:25](C)([CH3:27])[CH3:26])=O.